The task is: Predict the product of the given reaction.. This data is from Forward reaction prediction with 1.9M reactions from USPTO patents (1976-2016). (1) Given the reactants [CH3:1][O:2][CH2:3][C:4]([NH:6][C:7]1[CH:8]=[C:9]2[C:13](=[CH:14][C:15]=1Br)[CH:12]([NH:17][C:18]1[CH:30]=[CH:29][C:21]([C:22]([O:24][C:25]([CH3:28])([CH3:27])[CH3:26])=[O:23])=[CH:20][CH:19]=1)[CH2:11][CH2:10]2)=[O:5].[Cu][C:32]#[N:33].N, predict the reaction product. The product is: [CH3:1][O:2][CH2:3][C:4]([NH:6][C:7]1[CH:8]=[C:9]2[C:13](=[CH:14][C:15]=1[C:32]#[N:33])[CH:12]([NH:17][C:18]1[CH:30]=[CH:29][C:21]([C:22]([O:24][C:25]([CH3:28])([CH3:27])[CH3:26])=[O:23])=[CH:20][CH:19]=1)[CH2:11][CH2:10]2)=[O:5]. (2) Given the reactants [CH3:1][O:2][C:3](=[O:13])[C@H:4]([CH2:9][CH:10]([CH3:12])[CH3:11])[CH2:5][C:6]([OH:8])=O.[CH3:14][O:15][C:16]1[CH:21]=[C:20]([O:22][CH3:23])[CH:19]=[CH:18][C:17]=1[CH2:24][NH:25][O:26][CH2:27][C:28]1[CH:33]=[CH:32][C:31]([O:34][CH3:35])=[CH:30][CH:29]=1.CCN=C=NCCCN(C)C.Cl.OC1C2N=NNC=2C=CC=1.C(N(C(C)C)CC)(C)C, predict the reaction product. The product is: [CH3:14][O:15][C:16]1[CH:21]=[C:20]([O:22][CH3:23])[CH:19]=[CH:18][C:17]=1[CH2:24][N:25]([O:26][CH2:27][C:28]1[CH:29]=[CH:30][C:31]([O:34][CH3:35])=[CH:32][CH:33]=1)[C:6]([CH2:5][C@@H:4]([CH2:9][CH:10]([CH3:12])[CH3:11])[C:3]([O:2][CH3:1])=[O:13])=[O:8]. (3) Given the reactants CC1[N:3]([C:8]2[N:13]=[C:12]([CH2:14][C:15]([N:17]3[C:25]4[C:20](=[CH:21][C:22]([NH:26][C:27](=[O:40])[C:28]5[CH:33]=[CH:32][CH:31]=[CH:30][C:29]=5[N:34]5[CH2:39][CH2:38][CH2:37][CH2:36][CH2:35]5)=[CH:23][CH:24]=4)[CH2:19][CH2:18]3)=[O:16])[CH:11]=[CH:10][CH:9]=2)C(C)=CC=1.Cl.NO.C(N(CC)CC)C, predict the reaction product. The product is: [NH2:3][C:8]1[N:13]=[C:12]([CH2:14][C:15]([N:17]2[C:25]3[C:20](=[CH:21][C:22]([NH:26][C:27](=[O:40])[C:28]4[CH:33]=[CH:32][CH:31]=[CH:30][C:29]=4[N:34]4[CH2:39][CH2:38][CH2:37][CH2:36][CH2:35]4)=[CH:23][CH:24]=3)[CH2:19][CH2:18]2)=[O:16])[CH:11]=[CH:10][CH:9]=1. (4) Given the reactants [Cl:1][C:2]1[CH:3]=[C:4]([N:9]2[C:13](=[O:14])[CH:12]=[C:11]([CH3:15])[N:10]2[CH3:16])[CH:5]=[CH:6][C:7]=1[F:8].[Cl:17]N1C(=O)CCC1=O, predict the reaction product. The product is: [Cl:17][C:12]1[C:13](=[O:14])[N:9]([C:4]2[CH:5]=[CH:6][C:7]([F:8])=[C:2]([Cl:1])[CH:3]=2)[N:10]([CH3:16])[C:11]=1[CH3:15]. (5) Given the reactants [F:1][C:2]1[CH:22]=[CH:21][CH:20]=[CH:19][C:3]=1[CH2:4][C:5]1[N:9]2[CH:10]=[CH:11][CH:12]=[CH:13][C:8]2=[C:7]([C:14](OCC)=[O:15])[N:6]=1.CO.O.[NH2:26][NH2:27], predict the reaction product. The product is: [F:1][C:2]1[CH:22]=[CH:21][CH:20]=[CH:19][C:3]=1[CH2:4][C:5]1[N:9]2[CH:10]=[CH:11][CH:12]=[CH:13][C:8]2=[C:7]([C:14]([NH:26][NH2:27])=[O:15])[N:6]=1. (6) Given the reactants [CH:1]([C:4]1([CH:10]([OH:14])[CH2:11][CH2:12][CH3:13])SCCCS1)([CH3:3])[CH3:2].C[OH:16], predict the reaction product. The product is: [OH:14][CH:10]([CH2:11][CH2:12][CH3:13])[C:4](=[O:16])[CH:1]([CH3:3])[CH3:2]. (7) Given the reactants [Cl:1][C:2]1[CH:3]=[CH:4][C:5]2[N:6]([C:8]([CH3:19])=[C:9]([NH:11]C(=O)OC(C)(C)C)[N:10]=2)[CH:7]=1.CO, predict the reaction product. The product is: [ClH:1].[NH2:11][C:9]1[N:10]=[C:5]2[CH:4]=[CH:3][C:2]([Cl:1])=[CH:7][N:6]2[C:8]=1[CH3:19].